From a dataset of Full USPTO retrosynthesis dataset with 1.9M reactions from patents (1976-2016). Predict the reactants needed to synthesize the given product. (1) Given the product [Cl:23][C:18]1[CH:19]=[CH:20][CH:21]=[CH:22][C:17]=1[N:6]1[CH:5]([C:3]([OH:4])=[O:2])[CH2:9][N:8]([S:10]([CH:13]([CH3:14])[CH3:15])(=[O:11])=[O:12])[C:7]1=[O:16], predict the reactants needed to synthesize it. The reactants are: C[O:2][C:3]([CH:5]1[CH2:9][N:8]([S:10]([CH:13]([CH3:15])[CH3:14])(=[O:12])=[O:11])[C:7](=[O:16])[N:6]1[C:17]1[CH:22]=[CH:21][CH:20]=[CH:19][C:18]=1[Cl:23])=[O:4].[OH-].[Li+]. (2) Given the product [CH2:33]([N:3]([CH2:1][CH3:2])[C:4]1[CH:5]=[C:6]([O:10][C:11]2[CH:12]=[C:13]3[C:17](=[C:18]([C:20]([NH2:21])=[O:37])[CH:19]=2)[NH:16][CH:15]=[C:14]3[CH:22]2[CH2:23][CH2:24][N:25]([S:28]([CH2:31][CH3:32])(=[O:30])=[O:29])[CH2:26][CH2:27]2)[CH:7]=[CH:8][CH:9]=1)[CH3:34], predict the reactants needed to synthesize it. The reactants are: [CH2:1]([N:3]([CH2:33][CH3:34])[C:4]1[CH:5]=[C:6]([O:10][C:11]2[CH:12]=[C:13]3[C:17](=[C:18]([C:20]#[N:21])[CH:19]=2)[NH:16][CH:15]=[C:14]3[CH:22]2[CH2:27][CH2:26][N:25]([S:28]([CH2:31][CH3:32])(=[O:30])=[O:29])[CH2:24][CH2:23]2)[CH:7]=[CH:8][CH:9]=1)[CH3:2].CC[O:37]C(C)=O.O. (3) Given the product [O:18]=[C:16]1[NH:17][C:13](=[CH:12][C:11]2[CH:20]=[CH:21][C:8]([N:5]3[CH2:6][CH2:7][CH:2]([NH:22][CH2:23][CH:24]([C:26]4[CH:27]=[CH:28][C:29]([OH:37])=[C:30]([NH:32][S:33]([CH3:36])(=[O:35])=[O:34])[CH:31]=4)[OH:25])[CH2:3][CH2:4]3)=[CH:9][CH:10]=2)[C:14](=[O:19])[NH:15]1, predict the reactants needed to synthesize it. The reactants are: O=[C:2]1[CH2:7][CH2:6][N:5]([C:8]2[CH:21]=[CH:20][C:11]([CH:12]=[C:13]3[NH:17][C:16](=[O:18])[NH:15][C:14]3=[O:19])=[CH:10][CH:9]=2)[CH2:4][CH2:3]1.[NH2:22][CH2:23][CH:24]([C:26]1[CH:27]=[CH:28][C:29]([OH:37])=[C:30]([NH:32][S:33]([CH3:36])(=[O:35])=[O:34])[CH:31]=1)[OH:25]. (4) Given the product [Cl:14][C:9]1[N:8]=[C:7]([NH:6][CH:1]2[CH2:2][CH2:3][CH2:4][CH2:5]2)[N:12]=[C:11]([NH:20][CH3:19])[N:10]=1, predict the reactants needed to synthesize it. The reactants are: [CH:1]1([NH:6][C:7]2[N:12]=[C:11](Cl)[N:10]=[C:9]([Cl:14])[N:8]=2)[CH2:5][CH2:4][CH2:3][CH2:2]1.Cl.CN.C[CH2:19][N:20](C(C)C)C(C)C. (5) The reactants are: [O:1]1[CH2:5][CH2:4][CH:3]([CH2:6][C:7]#N)[CH2:2]1.[OH-:9].[Na+].CCO.[OH2:14]. Given the product [O:1]1[CH2:5][CH2:4][CH:3]([CH2:6][C:7]([OH:14])=[O:9])[CH2:2]1, predict the reactants needed to synthesize it. (6) Given the product [C:31]([NH:34][CH:35]1[CH2:40][CH2:39][N:38]([CH2:16][CH:15]2[O:14][CH2:13][CH2:12][N:11]([C:18]([O:20][C:21]([CH3:24])([CH3:23])[CH3:22])=[O:19])[CH2:10][CH:9]2[C:4]2[CH:5]=[CH:6][C:7]([Cl:8])=[C:2]([Cl:1])[CH:3]=2)[CH2:37][CH2:36]1)(=[O:33])[CH3:32], predict the reactants needed to synthesize it. The reactants are: [Cl:1][C:2]1[CH:3]=[C:4]([CH:9]2[CH:15]([CH2:16]I)[O:14][CH2:13][CH2:12][N:11]([C:18]([O:20][C:21]([CH3:24])([CH3:23])[CH3:22])=[O:19])[CH2:10]2)[CH:5]=[CH:6][C:7]=1[Cl:8].C(=O)([O-])[O-].[K+].[K+].[C:31]([NH:34][CH:35]1[CH2:40][CH2:39][NH:38][CH2:37][CH2:36]1)(=[O:33])[CH3:32].O.